The task is: Predict which catalyst facilitates the given reaction.. This data is from Catalyst prediction with 721,799 reactions and 888 catalyst types from USPTO. (1) Reactant: C(N1C=CN=C1)(N1C=CN=C1)=O.[CH:13]1([CH2:16][C:17]([OH:19])=O)[CH2:15][CH2:14]1.C(=O)=O.[CH3:23][N:24]([CH3:40])[C:25]1([C:35]2[S:36][CH:37]=[CH:38][CH:39]=2)[CH2:34][CH2:33][C:28]2([CH2:32][CH2:31][NH:30][CH2:29]2)[CH2:27][CH2:26]1. Product: [CH:13]1([CH2:16][C:17]([N:30]2[CH2:29][C:28]3([CH2:33][CH2:34][C:25]([N:24]([CH3:40])[CH3:23])([C:35]4[S:36][CH:37]=[CH:38][CH:39]=4)[CH2:26][CH2:27]3)[CH2:32][CH2:31]2)=[O:19])[CH2:14][CH2:15]1. The catalyst class is: 7. (2) Reactant: C([N-]C(C)C)(C)C.[Li+].[CH2:9]([O:11][C:12]([CH:14]1[CH2:19][CH2:18][N:17]([C:20]([O:22][C:23]([CH3:26])([CH3:25])[CH3:24])=[O:21])[CH2:16][CH2:15]1)=[O:13])[CH3:10].[F:27][C:28]1[CH:35]=[CH:34][C:31]([CH2:32]Br)=[CH:30][CH:29]=1. Product: [CH2:9]([O:11][C:12]([C:14]1([CH2:32][C:31]2[CH:34]=[CH:35][C:28]([F:27])=[CH:29][CH:30]=2)[CH2:19][CH2:18][N:17]([C:20]([O:22][C:23]([CH3:25])([CH3:24])[CH3:26])=[O:21])[CH2:16][CH2:15]1)=[O:13])[CH3:10]. The catalyst class is: 1. (3) Reactant: [O:1]1[CH2:6][CH2:5][CH:4]([CH2:7][NH:8][C:9]([C:11]2[C:16]([NH:17][C:18]([C:20]3[C:29]4[C:24](=[CH:25][CH:26]=[CH:27][CH:28]=4)[C:23]([CH3:30])=[CH:22][CH:21]=3)=[O:19])=[CH:15][CH:14]=[C:13]([O:31][CH2:32][CH2:33][OH:34])[N:12]=2)=[O:10])[CH2:3][CH2:2]1.BrN1[C:40](=[O:41])CCC1=O.C(OOC(=O)C1C=CC=CC=1)(=O)C1C=CC=CC=1. Product: [O:1]1[CH2:2][CH2:3][CH:4]([CH2:7][NH:8][C:9]([C:11]2[C:16]([NH:17][C:18]([C:20]3[C:29]4[C:24](=[CH:25][CH:26]=[CH:27][CH:28]=4)[C:23]([CH2:30][O:41][CH3:40])=[CH:22][CH:21]=3)=[O:19])=[CH:15][CH:14]=[C:13]([O:31][CH2:32][CH2:33][OH:34])[N:12]=2)=[O:10])[CH2:5][CH2:6]1. The catalyst class is: 53. (4) Reactant: Cl[C:2]1[C:11]2[C:6](=[CH:7][CH:8]=[CH:9][CH:10]=2)[N:5]=[CH:4][CH:3]=1.[NH2:12][C:13]1[CH:18]=[CH:17][CH:16]=[CH:15][CH:14]=1. Product: [C:13]1([NH:12][C:2]2[C:11]3[C:6](=[CH:7][CH:8]=[CH:9][CH:10]=3)[N:5]=[CH:4][CH:3]=2)[CH:18]=[CH:17][CH:16]=[CH:15][CH:14]=1. The catalyst class is: 74. (5) The catalyst class is: 3. Product: [Cl:10][C:11]1[CH:18]=[CH:17][C:14]([CH:15]=[C:4]([O:3][CH2:1][CH3:2])[C:5]([O:7][CH2:8][CH3:9])=[O:6])=[CH:13][CH:12]=1. Reactant: [CH2:1]([O:3][CH2:4][C:5]([O:7][CH2:8][CH3:9])=[O:6])[CH3:2].[Cl:10][C:11]1[CH:18]=[CH:17][C:14]([CH:15]=O)=[CH:13][CH:12]=1.CC(C)([O-])C.[K+].